This data is from Reaction yield outcomes from USPTO patents with 853,638 reactions. The task is: Predict the reaction yield, written as a fraction of the theoretical maximum amount of product (1.0 means a 100% yield; for example, 0.34 means a 34% yield). (1) The reactants are [NH2:1][C:2]1[CH:3]=[C:4]2[C:8](=[CH:9][CH:10]=1)[N:7]([CH2:11][CH2:12][N:13]([CH3:15])[CH3:14])[C:6]([CH3:16])=[CH:5]2.[Cl:17][C:18]1[CH:19]=[C:20]([S:25](Cl)(=[O:27])=[O:26])[CH:21]=[C:22]([Cl:24])[CH:23]=1. No catalyst specified. The product is [Cl:24][C:22]1[CH:21]=[C:20]([S:25]([NH:1][C:2]2[CH:3]=[C:4]3[C:8](=[CH:9][CH:10]=2)[N:7]([CH2:11][CH2:12][N:13]([CH3:15])[CH3:14])[C:6]([CH3:16])=[CH:5]3)(=[O:26])=[O:27])[CH:19]=[C:18]([Cl:17])[CH:23]=1. The yield is 0.320. (2) The reactants are [Br:1][C:2]1[CH:7]=[CH:6][C:5]([NH:8][C:9]2[C:10]([CH:20]([OH:26])[CH2:21][O:22][CH2:23][O:24][CH3:25])=[CH:11][C:12]3[N:16]([CH3:17])[CH:15]=[N:14][C:13]=3[C:18]=2[F:19])=[C:4]([Cl:27])[CH:3]=1.CC(OI1(OC(C)=O)(OC(C)=O)OC(=O)C2C=CC=CC1=2)=O.C([O-])(O)=O.[Na+].O.O.O.O.O.S([O-])([O-])(=O)=S.[Na+].[Na+]. The catalyst is C(Cl)Cl.CCOCC.CCOC(C)=O. The product is [Br:1][C:2]1[CH:7]=[CH:6][C:5]([NH:8][C:9]2[C:10]([C:20](=[O:26])[CH2:21][O:22][CH2:23][O:24][CH3:25])=[CH:11][C:12]3[N:16]([CH3:17])[CH:15]=[N:14][C:13]=3[C:18]=2[F:19])=[C:4]([Cl:27])[CH:3]=1. The yield is 0.710. (3) The reactants are [NH2:1][C:2]1[CH:7]=[CH:6][C:5]([N:8]2[CH2:13][CH2:12][N:11]([C:14]([O:16][C:17]([CH3:20])([CH3:19])[CH3:18])=[O:15])[CH2:10][CH2:9]2)=[CH:4][C:3]=1[CH2:21][NH2:22].C1N=CN([C:28](N2C=NC=C2)=[O:29])C=1. The catalyst is C1COCC1. The product is [O:29]=[C:28]1[NH:22][CH2:21][C:3]2[C:2](=[CH:7][CH:6]=[C:5]([N:8]3[CH2:13][CH2:12][N:11]([C:14]([O:16][C:17]([CH3:19])([CH3:18])[CH3:20])=[O:15])[CH2:10][CH2:9]3)[CH:4]=2)[NH:1]1. The yield is 0.720. (4) The reactants are [Cl:1][C:2]1[CH:3]=[C:4]2[C:9](=[CH:10][C:11]=1[O:12][C:13]1[CH:21]=[CH:20][C:16]([C:17]([OH:19])=O)=[CH:15][CH:14]=1)[O:8][CH2:7][CH2:6][CH:5]2[C:22]([O:24][CH2:25][CH3:26])=[O:23].C(Cl)(=O)C(Cl)=O.[Br:33][C:34]1[CH:39]=[CH:38][CH:37]=[CH:36][C:35]=1[CH2:40][CH2:41][NH2:42].CCN(C(C)C)C(C)C. The catalyst is C(Cl)Cl.CN(C=O)C. The product is [Br:33][C:34]1[CH:39]=[CH:38][CH:37]=[CH:36][C:35]=1[CH2:40][CH2:41][NH:42][C:17]([C:16]1[CH:20]=[CH:21][C:13]([O:12][C:11]2[CH:10]=[C:9]3[C:4]([CH:5]([C:22]([O:24][CH2:25][CH3:26])=[O:23])[CH2:6][CH2:7][O:8]3)=[CH:3][C:2]=2[Cl:1])=[CH:14][CH:15]=1)=[O:19]. The yield is 0.903. (5) The reactants are [Cl:1][C:2]1[C:3]2[N:4]([CH:33]=[N:34][CH:35]=2)[C:5]([N:20]2[CH2:25][CH2:24][N:23](C(OC(C)(C)C)=O)[CH2:22][CH2:21]2)=[C:6]([CH:8]([NH:10][C:11]2[N:19]=[CH:18][N:17]=[C:16]3[C:12]=2[N:13]=[CH:14][NH:15]3)[CH3:9])[CH:7]=1.C(Cl)[Cl:37].O1CCOCC1. The catalyst is Cl. The product is [ClH:1].[ClH:37].[Cl:1][C:2]1[C:3]2[N:4]([CH:33]=[N:34][CH:35]=2)[C:5]([N:20]2[CH2:25][CH2:24][NH:23][CH2:22][CH2:21]2)=[C:6]([CH:8]([NH:10][C:11]2[N:19]=[CH:18][N:17]=[C:16]3[C:12]=2[N:13]=[CH:14][NH:15]3)[CH3:9])[CH:7]=1. The yield is 0.990. (6) The reactants are [Cl:1][C:2]1[C:3]([F:11])=[C:4]([CH:8]=[CH:9][CH:10]=1)/[CH:5]=[N:6]/[OH:7].ClC1C(F)=[C:15]([CH:18]=[CH:19]C=1)[CH:16]=[O:17].Cl.N[OH:24].[OH-].[Na+].Cl. The catalyst is CCO.O. The product is [Cl:1][C:2]1[C:3]([F:11])=[C:4]([C:5]2[C:18]([CH3:19])=[C:15]([C:16]([OH:24])=[O:17])[O:7][N:6]=2)[CH:8]=[CH:9][CH:10]=1. The yield is 0.920. (7) The reactants are Br[C:2]1[C:3]([F:19])=[CH:4][C:5]2[O:11][CH2:10][CH2:9][N:8]3[CH:12]=[C:13]([C:15]([NH2:17])=[O:16])[N:14]=[C:7]3[C:6]=2[CH:18]=1.[Cl:20][C:21]1[CH:22]=[CH:23][C:24]([C:27]([OH:31])([C:29]#[CH:30])[CH3:28])=[N:25][CH:26]=1. No catalyst specified. The product is [Cl:20][C:21]1[CH:22]=[CH:23][C:24]([C:27]([OH:31])([CH3:28])[C:29]#[C:30][C:2]2[C:3]([F:19])=[CH:4][C:5]3[O:11][CH2:10][CH2:9][N:8]4[CH:12]=[C:13]([C:15]([NH2:17])=[O:16])[N:14]=[C:7]4[C:6]=3[CH:18]=2)=[N:25][CH:26]=1. The yield is 0.280. (8) The reactants are [CH2:1]([C@@H:8]1[C:14](=[O:15])[N:13]([CH3:16])[CH2:12][C:11]2[CH:17]=[C:18]([C:21](OC(C)(C)C)=[O:22])[CH:19]=[CH:20][C:10]=2[NH:9]1)[C:2]1[CH:7]=[CH:6][CH:5]=[CH:4][CH:3]=1.[CH3:28][N:29]1[C:37]2[C:32](=[CH:33][CH:34]=[CH:35][CH:36]=2)[CH:31]=[C:30]1[CH2:38][NH:39][CH3:40].CCN(CC)CC.C1C=CC2N(O)N=NC=2C=1.O.CCN=C=NCCCN(C)C.Cl. No catalyst specified. The product is [CH2:1]([C@@H:8]1[C:14](=[O:15])[N:13]([CH3:16])[CH2:12][C:11]2[CH:17]=[C:18]([C:21]([N:39]([CH3:40])[CH2:38][C:30]3[N:29]([CH3:28])[C:37]4[C:32]([CH:31]=3)=[CH:33][CH:34]=[CH:35][CH:36]=4)=[O:22])[CH:19]=[CH:20][C:10]=2[NH:9]1)[C:2]1[CH:7]=[CH:6][CH:5]=[CH:4][CH:3]=1. The yield is 1.00. (9) The reactants are [CH2:1]([O:8][C:9]([N:11]1[CH2:15][CH2:14][CH2:13][CH:12]1[CH2:16][C:17]1[C:25]2[C:20](=[N:21][CH:22]=[CH:23][CH:24]=2)[N:19]([CH3:26])[CH:18]=1)=[O:10])[C:2]1[CH:7]=[CH:6][CH:5]=[CH:4][CH:3]=1.[C:27]1(I)[CH:32]=[CH:31][CH:30]=[CH:29][CH:28]=1. The catalyst is CC(N(C)C)=O.C(Cl)Cl.CC([O-])=O.CC([O-])=O.[Pd+2]. The product is [CH2:1]([O:8][C:9]([N:11]1[CH2:15][CH2:14][CH2:13][CH:12]1[CH2:16][C:17]1[C:25]2[C:20](=[N:21][CH:22]=[CH:23][CH:24]=2)[N:19]([CH3:26])[C:18]=1[C:27]1[CH:32]=[CH:31][CH:30]=[CH:29][CH:28]=1)=[O:10])[C:2]1[CH:3]=[CH:4][CH:5]=[CH:6][CH:7]=1. The yield is 0.170. (10) The reactants are Cl[C:2]1[C:3]2[N:10]([CH3:11])[C:9]([C:12]#[N:13])=[CH:8][C:4]=2[N:5]=[CH:6][N:7]=1.[NH2:14][C:15]1[CH:20]=[CH:19][C:18]([OH:21])=[CH:17][C:16]=1[Cl:22].C(=O)([O-])[O-].[K+].[K+].CN1CCCC1=O. The catalyst is O. The product is [NH2:14][C:15]1[CH:20]=[CH:19][C:18]([O:21][C:2]2[C:3]3[N:10]([CH3:11])[C:9]([C:12]#[N:13])=[CH:8][C:4]=3[N:5]=[CH:6][N:7]=2)=[CH:17][C:16]=1[Cl:22]. The yield is 0.600.